The task is: Predict which catalyst facilitates the given reaction.. This data is from Catalyst prediction with 721,799 reactions and 888 catalyst types from USPTO. Product: [CH3:15][O:14][C:7]1[CH:6]=[CH:5][C:4]([I:3])=[CH:13][C:8]=1[C:9]([O:11][CH3:12])=[O:10]. Reactant: CI.[I:3][C:4]1[CH:13]=[C:8]([C:9]([O:11][CH3:12])=[O:10])[C:7]([OH:14])=[CH:6][CH:5]=1.[C:15](=O)([O-])[O-].[K+].[K+]. The catalyst class is: 9.